From a dataset of Reaction yield outcomes from USPTO patents with 853,638 reactions. Predict the reaction yield, written as a fraction of the theoretical maximum amount of product (1.0 means a 100% yield; for example, 0.34 means a 34% yield). (1) The reactants are [C:1]([C@@:18]1(C(O)=O)[CH2:22][C@@H:21]([NH2:23])[CH2:20][N:19]1[C:24]([O:26][C:27]([CH3:30])([CH3:29])[CH3:28])=[O:25])([O:3]CC1C2C(=CC=CC=2)C2C1=CC=CC=2)=[O:2]. The catalyst is C(#N)C.N1CCCC1. The product is [NH2:23][CH:21]1[CH2:20][N:19]([C:24]([O:26][C:27]([CH3:28])([CH3:29])[CH3:30])=[O:25])[CH:18]([C:1]([OH:3])=[O:2])[CH2:22]1. The yield is 0.400. (2) The reactants are [CH2:1]1[C:10]2[CH:9]=[CH:8][CH:7]=[C:6]([OH:11])[C:5]=2[CH2:4][CH2:3][NH:2]1.C([O-])([O-])=O.[Na+].[Na+].[CH3:18][C:19]([O:22][C:23](O[C:23]([O:22][C:19]([CH3:21])([CH3:20])[CH3:18])=[O:24])=[O:24])([CH3:21])[CH3:20]. The catalyst is CN(C=O)C. The product is [OH:11][C:6]1[CH:7]=[CH:8][CH:9]=[C:10]2[C:5]=1[CH2:4][CH2:3][N:2]([C:23]([O:22][C:19]([CH3:21])([CH3:20])[CH3:18])=[O:24])[CH2:1]2. The yield is 0.910. (3) The reactants are CC([N:5]([CH2:9][C:10]1[C:11](=[O:20])[NH:12][C:13]([CH:17]2[CH2:19][CH2:18]2)=[CH:14][C:15]=1[CH3:16])C(=O)[O-])(C)C.CCOC(C)=O.[ClH:27].O1CCOCC1. The catalyst is CO. The product is [ClH:27].[NH2:5][CH2:9][C:10]1[C:11](=[O:20])[NH:12][C:13]([CH:17]2[CH2:18][CH2:19]2)=[CH:14][C:15]=1[CH3:16]. The yield is 1.00. (4) The reactants are [CH2:1]([C:3]1[N:13]([C:14]2[CH:19]=[CH:18][C:17]([CH2:20][CH2:21][OH:22])=[CH:16][CH:15]=2)[C:6]2=[N:7][C:8]([CH3:12])=[CH:9][C:10]([CH3:11])=[C:5]2[N:4]=1)[CH3:2].[C:23]1([CH3:35])[CH:28]=[CH:27][C:26]([S:29]([N:32]=[C:33]=[O:34])(=[O:31])=[O:30])=[CH:25][CH:24]=1. The catalyst is ClCCl. The product is [CH3:35][C:23]1[CH:28]=[CH:27][C:26]([S:29]([NH:32][C:33](=[O:34])[O:22][CH2:21][CH2:20][C:17]2[CH:16]=[CH:15][C:14]([N:13]3[C:6]4=[N:7][C:8]([CH3:12])=[CH:9][C:10]([CH3:11])=[C:5]4[N:4]=[C:3]3[CH2:1][CH3:2])=[CH:19][CH:18]=2)(=[O:31])=[O:30])=[CH:25][CH:24]=1. The yield is 0.920. (5) The reactants are [CH2:1]([O:8][C:9]1[CH:10]=[CH:11][C:12]([O:29][CH:30]([CH3:32])[CH3:31])=[C:13]([C:15]2[NH:28][C:18]3=[N:19][C:20]([CH2:23][C:24]([O:26]C)=[O:25])=[CH:21][CH:22]=[C:17]3[N:16]=2)[CH:14]=1)[C:2]1[CH:7]=[CH:6][CH:5]=[CH:4][CH:3]=1.[OH-].[Na+].C(O)(=O)CC(CC(O)=O)(C(O)=O)O. The catalyst is CO. The product is [CH2:1]([O:8][C:9]1[CH:10]=[CH:11][C:12]([O:29][CH:30]([CH3:32])[CH3:31])=[C:13]([C:15]2[NH:28][C:18]3=[N:19][C:20]([CH2:23][C:24]([OH:26])=[O:25])=[CH:21][CH:22]=[C:17]3[N:16]=2)[CH:14]=1)[C:2]1[CH:7]=[CH:6][CH:5]=[CH:4][CH:3]=1. The yield is 0.510.